From a dataset of Forward reaction prediction with 1.9M reactions from USPTO patents (1976-2016). Predict the product of the given reaction. (1) Given the reactants CS(OS(C)(=O)=O)(=O)=O.C([N:13](CC)[CH:14]([CH3:16])[CH3:15])(C)C.[CH3:19][CH2:20][CH2:21]C[N+](CCCC)(CCCC)CCCC.[N-]=[N+]=[N-].[OH-:39].[Na+].[C:58]1(P([C:54]2[CH:59]=[CH:58][CH:57]=[CH:56]C=2)[C:58]2[CH:59]=[CH:54]C=[CH:56][CH:57]=2)[CH:59]=[CH:54]C=[CH:56][CH:57]=1, predict the reaction product. The product is: [CH3:19][C:20]1([CH3:21])[CH2:15][C@@H:14]([NH2:13])[C:16]2[C:56](=[CH:57][CH:58]=[CH:59][CH:54]=2)[O:39]1. (2) Given the reactants CS([O:5][C:6]1[CH:7]=[C:8]([O:20][C:21]2[CH:26]=[CH:25][C:24]([S:27]([CH3:30])(=[O:29])=[O:28])=[CH:23][CH:22]=2)[CH:9]=[C:10]2[C:14]=1[NH:13][C:12]([C:15]([O:17]CC)=[O:16])=[CH:11]2)(=O)=O.O1CCCC1.CO.[OH-].[K+], predict the reaction product. The product is: [OH:5][C:6]1[CH:7]=[C:8]([O:20][C:21]2[CH:22]=[CH:23][C:24]([S:27]([CH3:30])(=[O:29])=[O:28])=[CH:25][CH:26]=2)[CH:9]=[C:10]2[C:14]=1[NH:13][C:12]([C:15]([OH:17])=[O:16])=[CH:11]2. (3) The product is: [OH:1][CH:2]([C:21]1([C:24]2[CH:29]=[CH:28][CH:27]=[CH:26][CH:25]=2)[CH2:23][CH2:22]1)/[CH:3]=[CH:4]/[C@H:5]1[CH2:6][CH2:7][C:8](=[O:31])[N:9]1[CH2:10][CH2:11][CH2:12][CH2:13][CH2:14][CH2:15][C:16]([O:18][CH2:19][CH3:20])=[O:17]. Given the reactants [O:1]=[C:2]([C:21]1([C:24]2[CH:29]=[CH:28][CH:27]=[CH:26][CH:25]=2)[CH2:23][CH2:22]1)/[CH:3]=[CH:4]/[C@@H:5]1[N:9]([CH2:10][CH2:11][CH2:12][CH2:13][CH2:14][CH2:15][C:16]([O:18][CH2:19][CH3:20])=[O:17])[CH2:8][CH2:7][CH2:6]1.C[OH:31].[BH4-].[Na+], predict the reaction product. (4) The product is: [CH:20]1([C:18]([C:12]2[CH:13]=[C:14]([CH3:17])[CH:15]=[CH:16][C:11]=2[NH:10][C:8]([NH:7][C:5]2[S:6][C:2]([S:34][C:33]3[N:25]=[CH:26][N:27]=[C:28]4[C:32]=3[NH:31][CH:30]=[N:29]4)=[CH:3][N:4]=2)=[O:9])=[O:19])[CH2:24][CH2:23][CH2:22][CH2:21]1. Given the reactants Br[C:2]1[S:6][C:5]([NH:7][C:8]([NH:10][C:11]2[CH:16]=[CH:15][C:14]([CH3:17])=[CH:13][C:12]=2[C:18]([CH:20]2[CH2:24][CH2:23][CH2:22][CH2:21]2)=[O:19])=[O:9])=[N:4][CH:3]=1.[N:25]1[C:33]([SH:34])=[C:32]2[C:28]([N:29]=[CH:30][NH:31]2)=[N:27][CH:26]=1, predict the reaction product. (5) Given the reactants [CH2:1]([C:5]1[CH:10]=[CH:9][C:8]([CH:11]([CH3:25])[C:12](=[O:24])[S:13][CH2:14][CH2:15][NH:16]C(OC(C)(C)C)=O)=[CH:7][CH:6]=1)[CH:2]([CH3:4])[CH3:3].[ClH:26], predict the reaction product. The product is: [Cl-:26].[CH2:1]([C:5]1[CH:10]=[CH:9][C:8]([CH:11]([CH3:25])[C:12]([S:13][CH2:14][CH2:15][NH3+:16])=[O:24])=[CH:7][CH:6]=1)[CH:2]([CH3:4])[CH3:3]. (6) Given the reactants [Cl:1][C:2]1[CH:10]=[CH:9][CH:8]=[C:7]2[C:3]=1[C:4]([C:15]([OH:17])=O)=[CH:5][N:6]2[CH:11]1[CH2:14][O:13][CH2:12]1.[NH2:18][CH2:19][C:20]1([OH:26])[CH2:25][CH2:24][CH2:23][CH2:22][CH2:21]1, predict the reaction product. The product is: [OH:26][C:20]1([CH2:19][NH:18][C:15]([C:4]2[C:3]3[C:7](=[CH:8][CH:9]=[CH:10][C:2]=3[Cl:1])[N:6]([CH:11]3[CH2:12][O:13][CH2:14]3)[CH:5]=2)=[O:17])[CH2:25][CH2:24][CH2:23][CH2:22][CH2:21]1. (7) Given the reactants I[C:2]1[CH:7]=[CH:6][CH:5]=[CH:4][C:3]=1I.[CH2:9]([C:13]1[CH:18]=[CH:17][C:16]([NH:19][C:20]2[CH:25]=[CH:24][C:23]([C:26]([CH3:29])([CH3:28])[CH3:27])=[CH:22][CH:21]=2)=[CH:15][CH:14]=1)[CH2:10][CH2:11][CH3:12].[OH-].[K+], predict the reaction product. The product is: [CH2:12]([C:2]1[CH:7]=[CH:6][C:5]([N:19]([C:20]2[CH:21]=[CH:22][C:23]([C:26]([CH3:28])([CH3:27])[CH3:29])=[CH:24][CH:25]=2)[C:16]2[CH:17]=[CH:18][C:13]([N:19]([C:16]3[CH:17]=[CH:18][C:13]([CH2:9][CH2:10][CH2:11][CH3:12])=[CH:14][CH:15]=3)[C:20]3[CH:21]=[CH:22][C:23]([C:26]([CH3:28])([CH3:27])[CH3:29])=[CH:24][CH:25]=3)=[CH:14][CH:15]=2)=[CH:4][CH:3]=1)[CH2:11][CH2:10][CH3:9].